From a dataset of Forward reaction prediction with 1.9M reactions from USPTO patents (1976-2016). Predict the product of the given reaction. (1) Given the reactants [NH2:1][C:2]1[S:3][C:4]2[CH:10]=[C:9]([OH:11])[CH:8]=[CH:7][C:5]=2[N:6]=1.[CH:12]1([C:15](Cl)=[O:16])[CH2:14][CH2:13]1.O, predict the reaction product. The product is: [OH:11][C:9]1[CH:8]=[CH:7][C:5]2[N:6]=[C:2]([NH:1][C:15]([CH:12]3[CH2:14][CH2:13]3)=[O:16])[S:3][C:4]=2[CH:10]=1. (2) Given the reactants [CH3:1][O:2][C:3](=[O:7])[C:4](Cl)=[O:5].[NH2:8][C:9]1[CH:26]=[CH:25][C:12]([O:13][CH:14]2[CH2:19][CH2:18][CH:17]([C:20]([O:22][CH2:23][CH3:24])=[O:21])[CH2:16][CH2:15]2)=[CH:11][C:10]=1[N+:27]([O-:29])=[O:28].N1C=CC=CC=1, predict the reaction product. The product is: [CH3:1][O:2][C:3]([C:4]([NH:8][C:9]1[CH:26]=[CH:25][C:12]([O:13][C@@H:14]2[CH2:19][CH2:18][C@H:17]([C:20]([O:22][CH2:23][CH3:24])=[O:21])[CH2:16][CH2:15]2)=[CH:11][C:10]=1[N+:27]([O-:29])=[O:28])=[O:5])=[O:7]. (3) Given the reactants [CH3:1][O:2][C:3]1[N:8]=[C:7]2[CH:9]=[C:10]([C:12]([OH:14])=O)[NH:11][C:6]2=[CH:5][CH:4]=1.F[P-](F)(F)(F)(F)F.N1(OC(N(C)C)=[N+](C)C)C2N=CC=CC=2N=N1.[NH2:39][C:40]1[CH:45]=[CH:44][C:43]([B:46]2[O:54][C:51]([CH3:53])([CH3:52])[C:48]([CH3:50])([CH3:49])[O:47]2)=[CH:42][C:41]=1[O:55][CH3:56], predict the reaction product. The product is: [CH3:1][O:2][C:3]1[N:8]=[C:7]2[CH:9]=[C:10]([C:12]([NH:39][C:40]3[CH:45]=[CH:44][C:43]([B:46]4[O:47][C:48]([CH3:49])([CH3:50])[C:51]([CH3:53])([CH3:52])[O:54]4)=[CH:42][C:41]=3[O:55][CH3:56])=[O:14])[NH:11][C:6]2=[CH:5][CH:4]=1. (4) The product is: [CH3:1][O:2][C:3]1[CH:4]=[N:5][C:6]2[C:11]([CH:12]=1)=[CH:10][C:9]([CH2:13][C:14]1[N:31]3[N:32]=[C:27]([C:21]4[CH:26]=[CH:25][CH:24]=[CH:23][CH:22]=4)[CH:28]=[CH:29][C:30]3=[N:33][N:34]=1)=[CH:8][CH:7]=2. Given the reactants [CH3:1][O:2][C:3]1[CH:4]=[N:5][C:6]2[C:11]([CH:12]=1)=[CH:10][C:9]([CH2:13][C:14](OC(C)(C)C)=O)=[CH:8][CH:7]=2.[C:21]1([C:27]2[N:32]=[N:31][C:30]([NH:33][NH2:34])=[CH:29][CH:28]=2)[CH:26]=[CH:25][CH:24]=[CH:23][CH:22]=1, predict the reaction product. (5) Given the reactants C1C=CC(P(C2C=CC=CC=2)C2C=CC=CC=2)=CC=1.[Br:20][C:21]1[CH:22]=[C:23]([OH:27])[CH:24]=[N:25][CH:26]=1.N(C(OC(C)(C)C)=O)=NC(OC(C)(C)C)=O.[CH3:44][S:45][CH2:46][CH2:47][CH2:48]O, predict the reaction product. The product is: [Br:20][C:21]1[CH:26]=[N:25][CH:24]=[C:23]([O:27][CH2:48][CH2:47][CH2:46][S:45][CH3:44])[CH:22]=1. (6) Given the reactants [CH2:1]([O:3][C:4](=[O:21])[CH2:5][CH:6]1[O:10][B:9]([OH:11])[C:8]2[CH:12]=[C:13]([OH:20])[CH:14]=[C:15]([CH2:16][N:17]=[N+:18]=[N-:19])[C:7]1=2)[CH3:2].Cl[C:23]1[CH:28]=[N:27][CH:26]=[CH:25][N:24]=1.C([O-])([O-])=O.[Cs+].[Cs+].Cl, predict the reaction product. The product is: [CH2:1]([O:3][C:4](=[O:21])[CH2:5][CH:6]1[O:10][B:9]([OH:11])[C:8]2[CH:12]=[C:13]([O:20][C:23]3[CH:28]=[N:27][CH:26]=[CH:25][N:24]=3)[CH:14]=[C:15]([CH2:16][N:17]=[N+:18]=[N-:19])[C:7]1=2)[CH3:2]. (7) The product is: [CH3:1][N:2]([C:10]([CH3:16])([CH2:12][CH2:13][C:14]#[C:15][C:24]1[S:25][CH:26]=[CH:27][CH:28]=1)[CH3:11])[C:3](=[O:9])[O:4][C:5]([CH3:7])([CH3:8])[CH3:6]. Given the reactants [CH3:1][N:2]([C:10]([CH3:16])([CH2:12][CH2:13][C:14]#[CH:15])[CH3:11])[C:3](=[O:9])[O:4][C:5]([CH3:8])([CH3:7])[CH3:6].N1CCCCC1.I[C:24]1[S:25][CH:26]=[CH:27][CH:28]=1, predict the reaction product. (8) Given the reactants [H-].[Al+3].[Li+].[H-].[H-].[H-].[F:7][C:8]1[CH:13]=[CH:12][C:11]([O:14][CH3:15])=[CH:10][C:9]=1[C:16]1[C:25]([O:26][CH2:27][CH:28]([CH3:30])[CH3:29])=[CH:24][C:19]([C:20](OC)=[O:21])=[CH:18][N:17]=1.O.[OH-].[Na+], predict the reaction product. The product is: [F:7][C:8]1[CH:13]=[CH:12][C:11]([O:14][CH3:15])=[CH:10][C:9]=1[C:16]1[N:17]=[CH:18][C:19]([CH2:20][OH:21])=[CH:24][C:25]=1[O:26][CH2:27][CH:28]([CH3:30])[CH3:29]. (9) Given the reactants [C:1]([O:5][C:6]([N:8]1[CH2:13][CH2:12][CH:11]([OH:14])[CH2:10][CH2:9]1)=[O:7])([CH3:4])([CH3:3])[CH3:2].[CH3:15][C:16]1[CH:17]=[C:18](O)[CH:19]=[CH:20][C:21]=1[N+:22]([O-:24])=[O:23].C1(P(C2C=CC=CC=2)C2C=CC=CC=2)C=CC=CC=1.N(C(OCC)=O)=NC(OCC)=O, predict the reaction product. The product is: [C:1]([O:5][C:6]([N:8]1[CH2:13][CH2:12][CH:11]([O:14][C:18]2[CH:19]=[CH:20][C:21]([N+:22]([O-:24])=[O:23])=[C:16]([CH3:15])[CH:17]=2)[CH2:10][CH2:9]1)=[O:7])([CH3:4])([CH3:2])[CH3:3]. (10) Given the reactants [NH2:1][C:2]1[CH:16]=[CH:15][C:5]([O:6][CH2:7][CH2:8][CH2:9][C:10]([O:12][CH2:13][CH3:14])=[O:11])=[CH:4][C:3]=1[NH:17][CH2:18][C:19]1[CH:24]=[CH:23][C:22]([Cl:25])=[CH:21][C:20]=1[Cl:26].[C:27](OCC)(OCC)(OCC)[O:28][CH2:29][CH3:30], predict the reaction product. The product is: [Cl:26][C:20]1[CH:21]=[C:22]([Cl:25])[CH:23]=[CH:24][C:19]=1[CH2:18][N:17]1[C:3]2[CH:4]=[C:5]([O:6][CH2:7][CH2:8][CH2:9][C:10]([O:12][CH2:13][CH3:14])=[O:11])[CH:15]=[CH:16][C:2]=2[N:1]=[C:27]1[O:28][CH2:29][CH3:30].